From a dataset of Catalyst prediction with 721,799 reactions and 888 catalyst types from USPTO. Predict which catalyst facilitates the given reaction. (1) Reactant: Cl[C:2]1[C:11]2[N:12]=[CH:13][N:14]([CH2:15][CH:16]([CH3:18])[CH3:17])[C:10]=2[C:9]2[CH:8]=[CH:7][CH:6]=[CH:5][C:4]=2[N:3]=1. Product: [CH2:10]([NH:14][C:2]1[C:11]2[N:12]=[CH:13][N:14]([CH2:15][CH:16]([CH3:18])[CH3:17])[C:10]=2[C:9]2[CH:8]=[CH:7][CH:6]=[CH:5][C:4]=2[N:3]=1)[C:9]1[CH:8]=[CH:7][CH:6]=[CH:5][CH:4]=1. The catalyst class is: 6. (2) Reactant: [C:1]([C:3]1[CH:8]=[C:7]([O:9][CH3:10])[C:6]([O:11][CH2:12][CH2:13][O:14][CH3:15])=[CH:5][C:4]=1[N:16]=[CH:17][N:18](C)C)#[N:2].[CH3:21][O:22][C:23]1[CH:28]=[C:27]([S:29][CH3:30])[C:26]([O:31][CH3:32])=[CH:25][C:24]=1N. Product: [CH3:21][O:22][C:23]1[CH:28]=[C:27]([S:29][CH3:30])[C:26]([O:31][CH3:32])=[CH:25][C:24]=1[NH:2][C:1]1[C:3]2[C:4](=[CH:5][C:6]([O:11][CH2:12][CH2:13][O:14][CH3:15])=[C:7]([O:9][CH3:10])[CH:8]=2)[N:16]=[CH:17][N:18]=1. The catalyst class is: 52. (3) Reactant: [C:1]1([C:7]2([C:17]3[CH:22]=[CH:21][CH:20]=[CH:19][CH:18]=3)[CH:11]3[CH2:12][NH:13][CH2:14][CH2:15][N:10]3[C:9](=[O:16])[O:8]2)[CH:6]=[CH:5][CH:4]=[CH:3][CH:2]=1.Cl[CH2:24][C:25]([N:27]=[C:28]=[O:29])=[O:26].[NH:30]1[CH2:35][CH:34]=[CH:33][CH2:32][CH2:31]1.C(OCC)(=O)C. Product: [N:30]1([CH2:24][C:25]([NH:27][C:28]([N:13]2[CH2:14][CH2:15][N:10]3[C:9](=[O:16])[O:8][C:7]([C:1]4[CH:6]=[CH:5][CH:4]=[CH:3][CH:2]=4)([C:17]4[CH:18]=[CH:19][CH:20]=[CH:21][CH:22]=4)[CH:11]3[CH2:12]2)=[O:29])=[O:26])[CH2:31][CH:32]=[CH:33][CH2:34][CH2:35]1. The catalyst class is: 7. (4) Reactant: FC1C=CC(NC(C2(C(O)=O)CC2)=O)=CC=1.CN1CCOCC1.Cl[C:25]([O:27][CH2:28][CH:29]([CH3:31])[CH3:30])=[O:26].[CH2:32]([N:34]([CH2:55][CH3:56])[CH2:35][C:36]#[C:37][C:38]1[S:46][C:45]2[C:40](=[N:41][CH:42]=[CH:43][C:44]=2[O:47][C:48]2[CH:53]=[CH:52][C:51]([NH2:54])=[CH:50][CH:49]=2)[CH:39]=1)[CH3:33]. Product: [CH2:55]([N:34]([CH2:32][CH3:33])[CH2:35][C:36]#[C:37][C:38]1[S:46][C:45]2[C:40](=[N:41][CH:42]=[CH:43][C:44]=2[O:47][C:48]2[CH:49]=[CH:50][C:51]([NH:54][C:25](=[O:26])[O:27][CH2:28][CH:29]([CH3:31])[CH3:30])=[CH:52][CH:53]=2)[CH:39]=1)[CH3:56]. The catalyst class is: 1.